Dataset: Forward reaction prediction with 1.9M reactions from USPTO patents (1976-2016). Task: Predict the product of the given reaction. (1) Given the reactants [C:1]([O:5][C:6]([N:8]1[CH2:16][C:15]2[C:10](=[CH:11][C:12]([N:18]3[CH2:23][CH2:22][O:21][CH2:20][CH2:19]3)=[C:13](Cl)[CH:14]=2)[CH2:9]1)=[O:7])([CH3:4])([CH3:3])[CH3:2].C([Sn](CCCC)(CCCC)[CH:29]1[CH2:31][CH2:30]1)CCC, predict the reaction product. The product is: [C:1]([O:5][C:6]([N:8]1[CH2:16][C:15]2[C:10](=[CH:11][C:12]([N:18]3[CH2:23][CH2:22][O:21][CH2:20][CH2:19]3)=[C:13]([CH:29]3[CH2:31][CH2:30]3)[CH:14]=2)[CH2:9]1)=[O:7])([CH3:4])([CH3:3])[CH3:2]. (2) Given the reactants C([O:8][C:9]1[CH:10]=[C:11]([NH:15][C:16]([NH2:18])=[NH:17])[CH:12]=[CH:13][CH:14]=1)C1C=CC=CC=1, predict the reaction product. The product is: [OH:8][C:9]1[CH:10]=[C:11]([NH:15][C:16]([NH2:18])=[NH:17])[CH:12]=[CH:13][CH:14]=1.